This data is from Catalyst prediction with 721,799 reactions and 888 catalyst types from USPTO. The task is: Predict which catalyst facilitates the given reaction. Reactant: [C:1]([C:3]1[CH:8]=[CH:7][CH:6]=[CH:5][C:4]=1[C:9]1[CH:14]=[CH:13][C:12]([CH2:15][C:16]2[C:17](=[O:42])[N:18]([C@H:28]3[CH2:33][CH2:32][C@H:31]([O:34][CH2:35][C:36](N(OC)C)=[O:37])[CH2:30][CH2:29]3)[C:19]3[N:20]([N:25]=[CH:26][N:27]=3)[C:21]=2[CH2:22][CH2:23][CH3:24])=[CH:11][CH:10]=1)#[N:2].[CH2:43]([Mg]Br)[CH3:44].Cl. Product: [O:42]=[C:17]1[C:16]([CH2:15][C:12]2[CH:11]=[CH:10][C:9]([C:4]3[C:3]([C:1]#[N:2])=[CH:8][CH:7]=[CH:6][CH:5]=3)=[CH:14][CH:13]=2)=[C:21]([CH2:22][CH2:23][CH3:24])[N:20]2[N:25]=[CH:26][N:27]=[C:19]2[N:18]1[C@H:28]1[CH2:33][CH2:32][C@H:31]([O:34][CH2:35][C:36](=[O:37])[CH2:43][CH3:44])[CH2:30][CH2:29]1. The catalyst class is: 7.